Dataset: Peptide-MHC class II binding affinity with 134,281 pairs from IEDB. Task: Regression. Given a peptide amino acid sequence and an MHC pseudo amino acid sequence, predict their binding affinity value. This is MHC class II binding data. The peptide sequence is YDKFLANVATVLTGK. The MHC is DRB3_0202 with pseudo-sequence DRB3_0202. The binding affinity (normalized) is 0.939.